This data is from Peptide-MHC class II binding affinity with 134,281 pairs from IEDB. The task is: Regression. Given a peptide amino acid sequence and an MHC pseudo amino acid sequence, predict their binding affinity value. This is MHC class II binding data. (1) The peptide sequence is YDKFQANVSTVLTGK. The MHC is DRB3_0202 with pseudo-sequence DRB3_0202. The binding affinity (normalized) is 0.995. (2) The peptide sequence is LKNCVDAKMTEEDKE. The MHC is HLA-DPA10301-DPB10402 with pseudo-sequence HLA-DPA10301-DPB10402. The binding affinity (normalized) is 0.220.